This data is from Full USPTO retrosynthesis dataset with 1.9M reactions from patents (1976-2016). The task is: Predict the reactants needed to synthesize the given product. (1) Given the product [O:26]=[C:18]1[C:19]2[CH:25]=[CH:24][CH:23]=[CH:22][C:20]=2[S:21][C:1]([C:3]2[CH:4]=[C:5]([CH:15]=[CH:16][CH:17]=2)[O:6][CH2:7][C:8]([O:10][C:11]([CH3:12])([CH3:13])[CH3:14])=[O:9])=[N:2]1, predict the reactants needed to synthesize it. The reactants are: [C:1]([C:3]1[CH:4]=[C:5]([CH:15]=[CH:16][CH:17]=1)[O:6][CH2:7][C:8]([O:10][C:11]([CH3:14])([CH3:13])[CH3:12])=[O:9])#[N:2].[C:18](OC)(=[O:26])[C:19]1[C:20](=[CH:22][CH:23]=[CH:24][CH:25]=1)[SH:21].C(N(CC)CC)C. (2) Given the product [C:29]1([S:35]([OH:38])(=[O:37])=[O:36])[CH:34]=[CH:33][CH:32]=[CH:31][CH:30]=1.[Cl:1][C:2]1[CH:3]=[CH:4][C:5]([C@@H:8]([C:22]2[CH:27]=[CH:26][CH:25]=[CH:24][N:23]=2)[O:9][CH:10]2[CH2:15][CH2:14][N:13]([CH2:16][CH2:17][CH2:18][C:19]([OH:21])=[O:20])[CH2:12][CH2:11]2)=[CH:6][CH:7]=1, predict the reactants needed to synthesize it. The reactants are: [Cl:1][C:2]1[CH:7]=[CH:6][C:5]([C@@H:8]([C:22]2[CH:27]=[CH:26][CH:25]=[CH:24][N:23]=2)[O:9][CH:10]2[CH2:15][CH2:14][N:13]([CH2:16][CH2:17][CH2:18][C:19]([OH:21])=[O:20])[CH2:12][CH2:11]2)=[CH:4][CH:3]=1.O.[C:29]1([S:35]([OH:38])(=[O:37])=[O:36])[CH:34]=[CH:33][CH:32]=[CH:31][CH:30]=1. (3) Given the product [N+:10]([C:4]1[C:5]([OH:6])=[N:22][C:20]([C:16]2[N:15]=[N:14][CH:19]=[CH:18][CH:17]=2)=[N:21][CH:3]=1)([O-:12])=[O:11], predict the reactants needed to synthesize it. The reactants are: CN(C)[CH:3]=[C:4]([N+:10]([O-:12])=[O:11])[C:5](OCC)=[O:6].[N:14]1[CH:19]=[CH:18][CH:17]=[C:16]([C:20](=[NH:22])[NH2:21])[N:15]=1.O(C)[Na].Cl. (4) Given the product [CH3:18][O:19][C@H:20]1[CH2:24][CH2:23][N:22]([C:2]2[CH:7]=[CH:6][N:5]3[CH:8]=[C:9]([C:11]4[CH:16]=[CH:15][CH:14]=[CH:13][CH:12]=4)[N:10]=[C:4]3[CH:3]=2)[CH2:21]1, predict the reactants needed to synthesize it. The reactants are: Br[C:2]1[CH:7]=[CH:6][N:5]2[CH:8]=[C:9]([C:11]3[CH:16]=[CH:15][CH:14]=[CH:13][CH:12]=3)[N:10]=[C:4]2[CH:3]=1.Cl.[CH3:18][O:19][C@H:20]1[CH2:24][CH2:23][NH:22][CH2:21]1. (5) Given the product [CH2:23]([O:22][C:8]1[CH:7]=[C:6]2[C:11]([C:12]([C:13]([O:15][CH3:16])=[O:14])=[C:3]([CH2:2][N:35]3[CH2:40][CH2:39][CH:38]([N:41]4[CH2:46][CH2:45][O:44][CH2:43][CH2:42]4)[CH2:37][CH2:36]3)[C:4]([C:25]3[CH:30]=[CH:29][CH:28]=[C:27]([C:31]([F:32])([F:34])[F:33])[CH:26]=3)=[N:5]2)=[CH:10][C:9]=1[S:17]([CH2:20][CH3:21])(=[O:18])=[O:19])[CH3:24], predict the reactants needed to synthesize it. The reactants are: Br[CH2:2][C:3]1[C:4]([C:25]2[CH:30]=[CH:29][CH:28]=[C:27]([C:31]([F:34])([F:33])[F:32])[CH:26]=2)=[N:5][C:6]2[C:11]([C:12]=1[C:13]([O:15][CH3:16])=[O:14])=[CH:10][C:9]([S:17]([CH2:20][CH3:21])(=[O:19])=[O:18])=[C:8]([O:22][CH2:23][CH3:24])[CH:7]=2.[NH:35]1[CH2:40][CH2:39][CH:38]([N:41]2[CH2:46][CH2:45][O:44][CH2:43][CH2:42]2)[CH2:37][CH2:36]1. (6) Given the product [CH3:17][C:18]1[N:23]=[C:22]([S:24][CH2:9][C:8]2[N:4]([CH:2]([CH3:1])[CH3:3])[CH:5]=[N:6][CH:7]=2)[N:21]=[C:20]([OH:25])[CH:19]=1, predict the reactants needed to synthesize it. The reactants are: [CH3:1][CH:2]([N:4]1[C:8]([CH2:9]O)=[CH:7][N:6]=[CH:5]1)[CH3:3].C(=O)([O-])[O-].[K+].[K+].[CH3:17][C:18]1[N:23]=[C:22]([SH:24])[N:21]=[C:20]([OH:25])[CH:19]=1.CC(C)=O. (7) Given the product [CH2:18]([O:17][C:15]([C:14]1[CH:20]=[N:7][C:6]2[C:8]([C:13]=1[OH:12])=[CH:9][C:3]([O:2][CH3:1])=[CH:4][CH:5]=2)=[O:16])[CH3:19], predict the reactants needed to synthesize it. The reactants are: [CH3:1][O:2][C:3]1[CH:9]=[CH:8][C:6]([NH2:7])=[CH:5][CH:4]=1.C([O:12][CH:13]=[C:14]([C:20](OCC)=O)[C:15]([O:17][CH2:18][CH3:19])=[O:16])C.C(O)C.